From a dataset of Catalyst prediction with 721,799 reactions and 888 catalyst types from USPTO. Predict which catalyst facilitates the given reaction. (1) Reactant: [CH3:1][O:2][C:3]([C:5]1[S:14][C:8]2[N:9]=[CH:10][N:11]=[C:12](Cl)[C:7]=2[C:6]=1[CH3:15])=[O:4].[F:16][C:17]1[C:25]([OH:26])=[CH:24][CH:23]=[C:22]2[C:18]=1[CH:19]=[C:20]([CH3:27])[NH:21]2. Product: [CH3:1][O:2][C:3]([C:5]1[S:14][C:8]2[N:9]=[CH:10][N:11]=[C:12]([O:26][C:25]3[C:17]([F:16])=[C:18]4[C:22](=[CH:23][CH:24]=3)[NH:21][C:20]([CH3:27])=[CH:19]4)[C:7]=2[C:6]=1[CH3:15])=[O:4]. The catalyst class is: 3. (2) Product: [N+:7]([C:10]1[CH:11]=[C:12]2[CH:18]=[C:17]([C:19](=[O:21])[CH3:20])[NH:16][C:13]2=[N:14][CH:15]=1)([O-:9])=[O:8]. The catalyst class is: 24. Reactant: C(=O)([O-])[O-].[K+].[K+].[N+:7]([C:10]1[CH:11]=[C:12]2[CH:18]=[C:17]([C:19](=[O:21])[CH3:20])[N:16](S(C3C=CC=CC=3)(=O)=O)[C:13]2=[N:14][CH:15]=1)([O-:9])=[O:8].C(OCC)(=O)C. (3) Reactant: [C:1]([O:5][C:6]([N:8]1[CH2:13][CH2:12][O:11][CH2:10][C@@H:9]1[C:14]([NH:16][NH:17][C:18]1[CH:23]=[CH:22][C:21]([F:24])=[CH:20][N:19]=1)=O)=[O:7])([CH3:4])([CH3:3])[CH3:2].C1C=CC(P(C2C=CC=CC=2)C2C=CC=CC=2)=CC=1.CCN(CC)CC.ClC(Cl)(Cl)C(Cl)(Cl)Cl. Product: [C:1]([O:5][C:6]([N:8]1[CH2:13][CH2:12][O:11][CH2:10][C@@H:9]1[C:14]1[N:19]2[CH:20]=[C:21]([F:24])[CH:22]=[CH:23][C:18]2=[N:17][N:16]=1)=[O:7])([CH3:4])([CH3:3])[CH3:2]. The catalyst class is: 1. (4) Reactant: [Cl:1][C:2]1[CH:7]=[CH:6][C:5]([S:8][C:9]2[N:13]([CH3:14])[C:12](I)=[N:11][C:10]=2[C:16]2[CH:21]=[CH:20][C:19]([S:22]([CH3:25])(=[O:24])=[O:23])=[CH:18][CH:17]=2)=[CH:4][CH:3]=1.C[C:27]1[C:28](B(O)O)=[N:29][NH:30][CH:31]=1.[O-]P([O-])([O-])=O.[K+].[K+].[K+].O1CCOC[CH2:44]1. Product: [Cl:1][C:2]1[CH:7]=[CH:6][C:5]([S:8][C:9]2[N:13]([CH3:14])[C:12]([C:27]3[CH:28]=[N:29][N:30]([CH3:44])[CH:31]=3)=[N:11][C:10]=2[C:16]2[CH:21]=[CH:20][C:19]([S:22]([CH3:25])(=[O:24])=[O:23])=[CH:18][CH:17]=2)=[CH:4][CH:3]=1. The catalyst class is: 518.